This data is from Peptide-MHC class I binding affinity with 185,985 pairs from IEDB/IMGT. The task is: Regression. Given a peptide amino acid sequence and an MHC pseudo amino acid sequence, predict their binding affinity value. This is MHC class I binding data. (1) The peptide sequence is WILWISFAIS. The MHC is HLA-A02:06 with pseudo-sequence HLA-A02:06. The binding affinity (normalized) is 0.0562. (2) The peptide sequence is LLAISAVYFK. The MHC is HLA-A33:01 with pseudo-sequence HLA-A33:01. The binding affinity (normalized) is 0.359. (3) The peptide sequence is ETDLNQWMV. The MHC is HLA-A02:06 with pseudo-sequence HLA-A02:06. The binding affinity (normalized) is 0.652. (4) The peptide sequence is AEHDPWWAV. The MHC is HLA-A30:01 with pseudo-sequence HLA-A30:01. The binding affinity (normalized) is 0.0847. (5) The binding affinity (normalized) is 0.286. The peptide sequence is WASRELERF. The MHC is HLA-B35:01 with pseudo-sequence HLA-B35:01.